The task is: Binary Classification. Given a miRNA mature sequence and a target amino acid sequence, predict their likelihood of interaction.. This data is from Experimentally validated miRNA-target interactions with 360,000+ pairs, plus equal number of negative samples. (1) The miRNA is hsa-miR-129-5p with sequence CUUUUUGCGGUCUGGGCUUGC. The protein sequence of the target gene is MGDTFIRHIALLGFEKRFVPSQHYVYMFLVKWQDLSEKVVYRRFTEIYEFHKTLKEMFPIEAGAINPENRIIPHLPAPKWFDGQRAAENRQGTLTEYCSTLMSLPTKISRCPHLLDFFKVRPDDLKLPTDNQTKKPETYLMPKDGKSTATDITGPIILQTYRAIANYEKTSGSEMALSTGDVVEVVEKSESGWWFCQMKAKRGWIPASFLEPLDSPDETEDPEPNYAGEPYVAIKAYTAVEGDEVSLLEGEAVEVIHKLLDGWWVIRKDDVTGYFPSMYLQKSGQDVSQAQRQIKRGAPP.... Result: 1 (interaction). (2) The miRNA is mmu-miR-384-3p with sequence AUUCCUAGAAAUUGUUCACAAU. The protein sequence of the target gene is MSRKIQGGSVVEMQGDEMTRIIWELIKEKLILPYVELDLHSYDLGIENRDATNDQVTKDAAEAIKKYNVGVKCATITPDEKRVEEFKLKQMWKSPNGTIRNILGGTVFREAIICKNIPRLVTGWVKPIIIGRHAYGDQYRATDFVVPGPGKVEITYTPKDGTQKVTYMVHDFEEGGGVAMGMYNQDKSIEDFAHSSFQMALSKGWPLYLSTKNTILKKYDGRFKDIFQEIYDKKYKSQFEAQKICYEHRLIDDMVAQAMKSEGGFIWACKNYDGDVQSDSVAQGYGSLGMMTSVLICPDG.... Result: 0 (no interaction). (3) The miRNA is hsa-miR-548j-3p with sequence CAAAAACUGCAUUACUUUUGC. The protein sequence of the target gene is MGCLLFLLLWALLQAWGSAEVPQRLFPLRCLQISSFANSSWTRTDGLAWLGELQTHSWSNDSDTVRSLKPWSQGTFSDQQWETLQHIFRVYRSSFTRDVKEFAKMLRLSYPLELQVSAGCEVHPGNASNNFFHVAFQGKDILSFQGTSWEPTQEAPLWVNLAIQVLNQDKWTRETVQWLLNGTCPQFVSGLLESGKSELKKQVKPKAWLSRGPSPGPGRLLLVCHVSGFYPKPVWVKWMRGEQEQQGTQPGDILPNADETWYLRATLDVVAGEAAGLSCRVKHSSLEGQDIVLYWGGSYT.... Result: 1 (interaction). (4) The miRNA is ath-miR397a with sequence UCAUUGAGUGCAGCGUUGAUG. The protein sequence of the target gene is MEQTEVLKPRTLADLIRILHQLFAGDEVNVEEVQAIMEAYESDPTEWAMYAKFDQYRYTRNLVDQGNGKFNLMILCWGEGHGSSIHDHTNSHCFLKMLQGNLKETLFAWPDKKSNEMVKKSERVLRENQCAYINDSIGLHRVENISHTEPAVSLHLYSPPFDTCHAFDQRTGHKNKVTMTFHSKFGIRTPNATSGSLENN. Result: 0 (no interaction). (5) The miRNA is hsa-miR-520a-3p with sequence AAAGUGCUUCCCUUUGGACUGU. The protein sequence of the target gene is MNKSLGPVSFKDVAVDFTQEEWQQLDPEQKITYRDVMLENYSNLVSVGYHIIKPDVISKLEQGEEPWIVEGEFLLQSYPDEVWQTDDLIERIQEEENKPSRQTVFIETLIEERGNVPGKTFDVETNPVPSRKIAYKNSLCDSCEKCLTSVSEYISSDGSYARMKADECSGCGKSLLHIKLEKTHPGDQAYEFNQNGEPYTLNEESLYQKIRILEKPFEYIECQKAFQKDTVFVNHMEEKPYKWNGSEIAFLQMSDLTVHQTSHMEMKPYECSECGKSFCKKSKFIIHQRTHTGEKPYECN.... Result: 1 (interaction). (6) The miRNA is mmu-miR-664-3p with sequence UAUUCAUUUACUCCCCAGCCUA. The protein sequence of the target gene is MPVRPDLQQLEKCIDDALRKNDFKPLLALLQIDICEDVKIKCSKQFLRKLDDLICRELNKKDIQTVSSILISIGRCSKNIFILGQAGLQTMIKQGLVQKMVSWFENSKEIILNQQQSKDEAVMNMIEDLFDLLMVIYDISDEGKNQVLESFIPQICALVIDSRVNFCIQQEALKKMNLMLDRIPQDANKILSNQEMLTLMSNMGERILDVGDYELQVGIVEALCRMTTEKRRQELAYEWFSMDFIANAFKEIKDCEFETDCRIFLNLVNGILGDKRRVYTFPCLSAFLGKYELQIPSDEK.... Result: 1 (interaction). (7) The miRNA is hsa-miR-4770 with sequence UGAGAUGACACUGUAGCU. Result: 1 (interaction). The protein sequence of the target gene is MEKGGNIQLEIPDFSNSVLSHLNQLRMQGRLCDIVVNVQGQAFRAHKVVLAASSPYFRDHMSLNEMSTVSISVIKNPTVFEQLLSFCYTGRICLQLADIISYLTAASFLQMQHIIDKCTQILEGIHFKINVAEVEAELSQTRTKHQERPPESHRVTPNLNRSLSPRHNTPKGNRRGQVSAVLDIRELSPPEESTSPQIIEPSSDVESREPILRINRAGQWYVETGVADRGGRSDDEVRVLGAVHIKTENLEEWLGPENQPSGEDGSSAEEVTAMVIDTTGHGSVGQENYTLGSSGAKVAR.... (8) The miRNA is hsa-miR-2682-5p with sequence CAGGCAGUGACUGUUCAGACGUC. The protein sequence of the target gene is MNGDAICSALPPIPYHKLADLHYLSRGASGTVSSARHADWRVRVAVKHLHIHTPLLDSERNDILREAEILHKARFSYILPILGICNEPEFLGIVTEYMPNGSLNELLHRKTEYPDIAWPLRFRILHEIALGVNYLHNMNPPLLHHDLKTQNILLDNEFHVKIADFGLSKWRMMSLSQSRSYKSAPEGGTIIYMPPENYEPGQKSRASVKHDIYSYAVIMWEVLSRKQPFEEVTNPLQIMYSVSQGHRPDTSEENLPFDIPHRGLMISLIQSGWAQNPDERPSFLKCLIELEPVLRTFEDI.... Result: 0 (no interaction).